From a dataset of Forward reaction prediction with 1.9M reactions from USPTO patents (1976-2016). Predict the product of the given reaction. (1) Given the reactants [Cl:1][C:2]1[N:7]=[CH:6][N:5]=[C:4]2[NH:8][N:9]=[C:10]([CH3:11])[C:3]=12.[C:12](=O)([O-])[O-].[K+].[K+].IC, predict the reaction product. The product is: [Cl:1][C:2]1[N:7]=[CH:6][N:5]=[C:4]2[N:8]([CH3:12])[N:9]=[C:10]([CH3:11])[C:3]=12. (2) Given the reactants [CH:1]([C:4]1[CH:19]=[CH:18][CH:17]=[CH:16][C:5]=1[O:6][CH2:7][CH2:8][C:9]([O:11]C(C)(C)C)=[O:10])([CH3:3])[CH3:2].FC(F)(F)C(O)=O, predict the reaction product. The product is: [CH:1]([C:4]1[CH:19]=[CH:18][CH:17]=[CH:16][C:5]=1[O:6][CH2:7][CH2:8][C:9]([OH:11])=[O:10])([CH3:3])[CH3:2]. (3) The product is: [Cl:1][C:2]1[CH:3]=[CH:4][C:5]([CH2:6][NH:7][C:8]([C:10]2[C:11](=[O:27])[C:12]3[C:13]4[N:14]([CH:26]=2)[CH2:15][C:16](=[O:25])[N:17]([CH3:24])[C:18]=4[CH:19]=[C:20]([CH2:22][N:36]([CH2:37][CH:38]([OH:39])[C:40]2[CH:45]=[CH:44][CH:43]=[C:42]([CH3:46])[N:41]=2)[CH3:35])[CH:21]=3)=[O:9])=[CH:28][CH:29]=1. Given the reactants [Cl:1][C:2]1[CH:29]=[CH:28][C:5]([CH2:6][NH:7][C:8]([C:10]2[C:11](=[O:27])[C:12]3[C:13]4[N:14]([CH:26]=2)[CH2:15][C:16](=[O:25])[N:17]([CH3:24])[C:18]=4[CH:19]=[C:20]([CH2:22]Cl)[CH:21]=3)=[O:9])=[CH:4][CH:3]=1.CN(C=O)C.[CH3:35][NH:36][CH2:37][CH:38]([C:40]1[CH:45]=[CH:44][CH:43]=[C:42]([CH3:46])[N:41]=1)[OH:39], predict the reaction product. (4) Given the reactants [NH2:1][C:2]1[CH:3]=[C:4]([CH:9]=[CH:10][C:11]=1[CH2:12][CH:13](OC)OC)[C:5]([O:7][CH3:8])=[O:6].O=[C:19]1[CH2:24][CH2:23][N:22]([C:25]([O:27][CH2:28][C:29]2[CH:34]=[CH:33][CH:32]=[CH:31][CH:30]=2)=[O:26])[CH2:21][CH2:20]1.C(O[BH-](OC(=O)C)OC(=O)C)(=O)C.[Na+].O, predict the reaction product. The product is: [CH2:28]([O:27][C:25]([N:22]1[CH2:23][CH2:24][CH:19]([N:1]2[C:2]3[C:11](=[CH:10][CH:9]=[C:4]([C:5]([O:7][CH3:8])=[O:6])[CH:3]=3)[CH:12]=[CH:13]2)[CH2:20][CH2:21]1)=[O:26])[C:29]1[CH:30]=[CH:31][CH:32]=[CH:33][CH:34]=1. (5) Given the reactants [F:1][C:2]1[CH:7]=[C:6]([C:8]([F:11])([F:10])[F:9])[CH:5]=[CH:4][C:3]=1[CH:12]1[CH2:17][NH:16][CH2:15][CH:14]([C:18]([O:20][CH3:21])=[O:19])[CH2:13]1.C(N(CC)CC)C.Cl[C:30]([O:32][C:33]1[CH:38]=[CH:37][C:36]([N+:39]([O-:41])=[O:40])=[CH:35][CH:34]=1)=[O:31], predict the reaction product. The product is: [F:1][C:2]1[CH:7]=[C:6]([C:8]([F:11])([F:9])[F:10])[CH:5]=[CH:4][C:3]=1[CH:12]1[CH2:17][N:16]([C:30]([O:32][C:33]2[CH:34]=[CH:35][C:36]([N+:39]([O-:41])=[O:40])=[CH:37][CH:38]=2)=[O:31])[CH2:15][CH:14]([C:18]([O:20][CH3:21])=[O:19])[CH2:13]1. (6) The product is: [Cl:1][C:2]1[N:10]=[C:9]([Cl:11])[C:8]([F:12])=[CH:7][C:3]=1[CH2:4][Cl:15]. Given the reactants [Cl:1][C:2]1[N:10]=[C:9]([Cl:11])[C:8]([F:12])=[CH:7][C:3]=1[C:4](O)=O.S(Cl)([Cl:15])=O, predict the reaction product.